From a dataset of Reaction yield outcomes from USPTO patents with 853,638 reactions. Predict the reaction yield, written as a fraction of the theoretical maximum amount of product (1.0 means a 100% yield; for example, 0.34 means a 34% yield). (1) The product is [N:4]1[CH:5]=[CH:6][CH:7]=[C:2]([NH:8][CH2:9][C:10]2[CH:11]=[N:12][CH:13]=[CH:14][CH:15]=2)[CH:3]=1. The yield is 0.830. The reactants are Br[C:2]1[CH:3]=[N:4][CH:5]=[CH:6][CH:7]=1.[NH2:8][CH2:9][C:10]1[CH:11]=[N:12][CH:13]=[CH:14][CH:15]=1. No catalyst specified. (2) The reactants are [CH3:1][C:2]1([C:8]([O:10]CC2C=CC=CC=2)=[O:9])[CH2:7][C:4]2([CH2:6][CH2:5]2)[CH2:3]1.[OH-].[Na+]. The catalyst is C1COCC1.O. The product is [CH3:1][C:2]1([C:8]([OH:10])=[O:9])[CH2:7][C:4]2([CH2:6][CH2:5]2)[CH2:3]1. The yield is 0.990.